From a dataset of TCR-epitope binding with 47,182 pairs between 192 epitopes and 23,139 TCRs. Binary Classification. Given a T-cell receptor sequence (or CDR3 region) and an epitope sequence, predict whether binding occurs between them. (1) The epitope is KLPDDFTGCV. The TCR CDR3 sequence is CASSQIERGGLGDEQFF. Result: 1 (the TCR binds to the epitope). (2) Result: 1 (the TCR binds to the epitope). The TCR CDR3 sequence is CASSLDHAGNEKLFF. The epitope is FLNGSCGSV. (3) Result: 0 (the TCR does not bind to the epitope). The TCR CDR3 sequence is CASSLGLYTGELFF. The epitope is KMKDLSPRW. (4) The epitope is GTHWFVTQR. The TCR CDR3 sequence is CASIGLSGAGELFF. Result: 0 (the TCR does not bind to the epitope). (5) The epitope is GTSGSPIVNR. The TCR CDR3 sequence is CASSWGSDTQYF. Result: 1 (the TCR binds to the epitope).